Dataset: Reaction yield outcomes from USPTO patents with 853,638 reactions. Task: Predict the reaction yield, written as a fraction of the theoretical maximum amount of product (1.0 means a 100% yield; for example, 0.34 means a 34% yield). The reactants are [CH2:1]([Li])CCC.CCCCCC.C(=O)=O.CC(C)=O.[CH2:19]([O:26][C@@H:27]1[C@@H:31]([O:32][CH2:33][C:34]2[CH:39]=[CH:38][CH:37]=[CH:36][CH:35]=2)[C@H:30]([CH3:40])[O:29][CH:28]1O)[C:20]1[CH:25]=[CH:24][CH:23]=[CH:22][CH:21]=1. The catalyst is [Br-].C[P+](C1C=CC=CC=1)(C1C=CC=CC=1)C1C=CC=CC=1.C1COCC1. The product is [CH2:33]([O:32][C@H:31]([C@@H:27]([O:26][CH2:19][C:20]1[CH:21]=[CH:22][CH:23]=[CH:24][CH:25]=1)[CH:28]=[CH2:1])[C@@H:30]([OH:29])[CH3:40])[C:34]1[CH:35]=[CH:36][CH:37]=[CH:38][CH:39]=1. The yield is 0.770.